From a dataset of Catalyst prediction with 721,799 reactions and 888 catalyst types from USPTO. Predict which catalyst facilitates the given reaction. (1) Reactant: [Cl:1][C:2]1[CH:10]=[CH:9][C:8]([C:11]2[C:12]([C@@H:23]([NH:33]C(=O)OC(C)(C)C)[CH2:24][C:25]3[CH:30]=[C:29]([F:31])[CH:28]=[C:27]([F:32])[CH:26]=3)=[N:13][C:14]([C:17]#[C:18][C:19]([OH:22])([CH3:21])[CH3:20])=[CH:15][CH:16]=2)=[C:7]2[C:3]=1[C:4]([NH:42][S:43]([CH3:46])(=[O:45])=[O:44])=[N:5][N:6]2[CH3:41].[C:47]([OH:53])([C:49]([F:52])([F:51])[F:50])=[O:48]. Product: [OH:53][C:47]([C:49]([F:52])([F:51])[F:50])=[O:48].[NH2:33][C@H:23]([C:12]1[C:11]([C:8]2[CH:9]=[CH:10][C:2]([Cl:1])=[C:3]3[C:7]=2[N:6]([CH3:41])[N:5]=[C:4]3[NH:42][S:43]([CH3:46])(=[O:44])=[O:45])=[CH:16][CH:15]=[C:14]([C:17]#[C:18][C:19]([OH:22])([CH3:20])[CH3:21])[N:13]=1)[CH2:24][C:25]1[CH:30]=[C:29]([F:31])[CH:28]=[C:27]([F:32])[CH:26]=1. The catalyst class is: 2. (2) Reactant: [P:1]([O-:12])([O:7][C:8]([CH3:11])([CH3:10])[CH3:9])[O:2][C:3]([CH3:6])([CH3:5])[CH3:4].[H-].[Na+].[N:15]1[CH:20]=[CH:19][CH:18]=[C:17]([CH:21]=[O:22])[CH:16]=1. Product: [C:3]([O:2][P:1]([CH:21]([OH:22])[C:17]1[CH:16]=[N:15][CH:20]=[CH:19][CH:18]=1)(=[O:12])[O:7][C:8]([CH3:11])([CH3:10])[CH3:9])([CH3:5])([CH3:6])[CH3:4]. The catalyst class is: 1. (3) Reactant: Cl[C:2]1[N:9]=[C:8]([CH3:10])[CH:7]=[CH:6][C:3]=1[C:4]#[N:5].C([O-])([O-])=O.[K+].[K+].[Cl:17][C:18]1[CH:19]=[C:20](/[CH:24]=[CH:25]/[CH:26]=[C:27]2[CH2:32][CH2:31][NH:30][CH2:29][CH2:28]2)[CH:21]=[CH:22][CH:23]=1. Product: [Cl:17][C:18]1[CH:19]=[C:20](/[CH:24]=[CH:25]/[CH:26]=[C:27]2[CH2:32][CH2:31][N:30]([C:2]3[C:3]([C:4]#[N:5])=[CH:6][CH:7]=[C:8]([CH3:10])[N:9]=3)[CH2:29][CH2:28]2)[CH:21]=[CH:22][CH:23]=1. The catalyst class is: 264. (4) Reactant: CS(O)(=O)=O.[O:6]=[C:7]([N:21]1[CH2:26][CH2:25][N:24]2[C:27]([C:30]([F:33])([F:32])[F:31])=[N:28][N:29]=[C:23]2[CH2:22]1)[CH:8]=[C:9]([NH2:20])[CH2:10][C:11]1[CH:16]=[C:15]([F:17])[C:14]([F:18])=[CH:13][C:12]=1[F:19].CC(O)C.N. Product: [O:6]=[C:7]([N:21]1[CH2:26][CH2:25][N:24]2[C:27]([C:30]([F:33])([F:32])[F:31])=[N:28][N:29]=[C:23]2[CH2:22]1)[CH2:8][CH:9]([NH2:20])[CH2:10][C:11]1[CH:16]=[C:15]([F:17])[C:14]([F:18])=[CH:13][C:12]=1[F:19]. The catalyst class is: 20. (5) Reactant: [CH2:1]([O:8][C:9]1[CH:10]=[C:11]([CH2:15][C:16]#[N:17])[CH:12]=[CH:13][CH:14]=1)C1C=CC=CC=1.[CH:18]([NH:20][NH2:21])=O.C(=O)([O-])[O-].[K+].[K+].[CH3:28][CH2:29][CH2:30][CH2:31][CH2:32][CH3:33]. Product: [CH2:1]([O:8][C:9]1[CH:10]=[C:11]([CH:12]=[CH:13][CH:14]=1)[CH2:15][C:16]1[N:17]=[CH:18][NH:20][N:21]=1)[C:30]1[CH:29]=[CH:28][CH:33]=[CH:32][CH:31]=1. The catalyst class is: 5. (6) Reactant: [CH:1]1([NH:6][C:7]2[N:12]3[N:13]=[C:14]([C:23]4[CH:28]=[CH:27][C:26]([O:29][CH3:30])=[CH:25][CH:24]=4)[C:15]([C:16](=O)/[CH:17]=[CH:18]/N(C)C)=[C:11]3[CH:10]=[CH:9][CH:8]=2)[CH2:5][CH2:4][CH2:3][CH2:2]1.[N+]([O-])([O-])=O.[C:35]([C:43]1C=[C:45]([NH:49][C:50]([NH2:52])=[NH2+:51])[CH:46]=[CH:47][CH:48]=1)(=O)[C:36]1[CH:41]=[CH:40][CH:39]=[CH:38][CH:37]=1.[C:53](=O)([O-])[O-:54].[K+].[K+].CCOCC. Product: [CH:1]1([NH:6][C:7]2[N:12]3[N:13]=[C:14]([C:23]4[CH:24]=[CH:25][C:26]([O:29][CH3:30])=[CH:27][CH:28]=4)[C:15]([C:16]4[CH:17]=[CH:18][N:51]=[C:50]([NH:49][C:45]5[CH:46]=[CH:47][CH:48]=[CH:43][C:35]=5[C:36]5[CH:37]=[C:38]([CH:53]=[O:54])[CH:39]=[CH:40][CH:41]=5)[N:52]=4)=[C:11]3[CH:10]=[CH:9][CH:8]=2)[CH2:2][CH2:3][CH2:4][CH2:5]1. The catalyst class is: 35. (7) Product: [F:1][C:2]1[CH:11]=[C:10]2[C:5]([CH:6]=[CH:7][C:8]([CH3:12])=[N:9]2)=[C:4]([N:13]2[CH2:14][CH2:15][N:16]([CH2:19][CH:20]([C:22]3[CH:23]=[CH:24][C:25]4[O:30][CH2:29][C:28](=[O:31])[NH:27][C:26]=4[CH:32]=3)[OH:21])[CH2:17][CH2:18]2)[CH:3]=1. Reactant: [F:1][C:2]1[CH:11]=[C:10]2[C:5]([CH:6]=[CH:7][C:8]([CH3:12])=[N:9]2)=[C:4]([N:13]2[CH2:18][CH2:17][N:16]([CH2:19][C:20]([C:22]3[CH:23]=[CH:24][C:25]4[O:30][CH2:29][C:28](=[O:31])[NH:27][C:26]=4[CH:32]=3)=[O:21])[CH2:15][CH2:14]2)[CH:3]=1.[BH4-].[Na+]. The catalyst class is: 5. (8) Reactant: C([S@]([N:7]=[C:8]1[C:17]2[C:12](=[CH:13][CH:14]=[CH:15][CH:16]=2)[O:11][C@H:10]([C:18]2[S:19][C:20]([C:23]([O:25][CH2:26][CH3:27])=[O:24])=[CH:21][N:22]=2)[CH2:9]1)=O)(C)(C)C.[BH4-].[Na+].Cl.O1CCOCC1. Product: [NH2:7][C@@H:8]1[C:17]2[C:12](=[CH:13][CH:14]=[CH:15][CH:16]=2)[O:11][C@H:10]([C:18]2[S:19][C:20]([C:23]([O:25][CH2:26][CH3:27])=[O:24])=[CH:21][N:22]=2)[CH2:9]1. The catalyst class is: 8. (9) Reactant: CC(C)(OC([NH:7][C:8]1[C:9]([C:15]([O:17][CH3:18])=[O:16])=[N:10][CH:11]=[N:12][C:13]=1[CH3:14])=O)C. Product: [NH2:7][C:8]1[C:9]([C:15]([O:17][CH3:18])=[O:16])=[N:10][CH:11]=[N:12][C:13]=1[CH3:14]. The catalyst class is: 55.